Regression. Given two drug SMILES strings and cell line genomic features, predict the synergy score measuring deviation from expected non-interaction effect. From a dataset of NCI-60 drug combinations with 297,098 pairs across 59 cell lines. (1) Drug 1: CC1=CC2C(CCC3(C2CCC3(C(=O)C)OC(=O)C)C)C4(C1=CC(=O)CC4)C. Drug 2: C1C(C(OC1N2C=C(C(=O)NC2=O)F)CO)O. Cell line: DU-145. Synergy scores: CSS=46.1, Synergy_ZIP=2.34, Synergy_Bliss=0.754, Synergy_Loewe=-45.1, Synergy_HSA=-2.51. (2) Drug 1: C1=CN(C(=O)N=C1N)C2C(C(C(O2)CO)O)O.Cl. Drug 2: CCC(=C(C1=CC=CC=C1)C2=CC=C(C=C2)OCCN(C)C)C3=CC=CC=C3.C(C(=O)O)C(CC(=O)O)(C(=O)O)O. Cell line: UACC62. Synergy scores: CSS=13.3, Synergy_ZIP=-3.72, Synergy_Bliss=0.958, Synergy_Loewe=-12.8, Synergy_HSA=-0.439. (3) Drug 1: C1=CC(=C2C(=C1NCCNCCO)C(=O)C3=C(C=CC(=C3C2=O)O)O)NCCNCCO. Drug 2: CN(C)N=NC1=C(NC=N1)C(=O)N. Cell line: HS 578T. Synergy scores: CSS=33.7, Synergy_ZIP=6.17, Synergy_Bliss=6.93, Synergy_Loewe=-12.2, Synergy_HSA=7.17. (4) Drug 1: CS(=O)(=O)C1=CC(=C(C=C1)C(=O)NC2=CC(=C(C=C2)Cl)C3=CC=CC=N3)Cl. Drug 2: CC1=C(N=C(N=C1N)C(CC(=O)N)NCC(C(=O)N)N)C(=O)NC(C(C2=CN=CN2)OC3C(C(C(C(O3)CO)O)O)OC4C(C(C(C(O4)CO)O)OC(=O)N)O)C(=O)NC(C)C(C(C)C(=O)NC(C(C)O)C(=O)NCCC5=NC(=CS5)C6=NC(=CS6)C(=O)NCCC[S+](C)C)O. Cell line: BT-549. Synergy scores: CSS=0.994, Synergy_ZIP=-2.58, Synergy_Bliss=-4.15, Synergy_Loewe=-19.7, Synergy_HSA=-4.00.